This data is from Catalyst prediction with 721,799 reactions and 888 catalyst types from USPTO. The task is: Predict which catalyst facilitates the given reaction. (1) Reactant: Br[C:2]1[CH:3]=[CH:4][C:5]([C:8]([F:11])([F:10])[F:9])=[N:6][CH:7]=1.[Br:12][C:13]1[CH:14]=[C:15]2[C:19](=[CH:20][CH:21]=1)[NH:18][CH:17]=[CH:16]2.C(=O)([O-])[O-].[Cs+].[Cs+]. Product: [Br:12][C:13]1[CH:14]=[C:15]2[C:19](=[CH:20][CH:21]=1)[N:18]([C:2]1[CH:7]=[N:6][C:5]([C:8]([F:11])([F:10])[F:9])=[CH:4][CH:3]=1)[CH:17]=[CH:16]2. The catalyst class is: 3. (2) Reactant: [F:1][C:2]1[CH:7]=[C:6]([C:8]([F:11])([F:10])[F:9])[CH:5]=[CH:4][C:3]=1[CH:12]=[CH:13][C:14]([OH:16])=[O:15].C. Product: [F:1][C:2]1[CH:7]=[C:6]([C:8]([F:11])([F:10])[F:9])[CH:5]=[CH:4][C:3]=1[CH2:12][CH2:13][C:14]([OH:16])=[O:15]. The catalyst class is: 43. (3) Reactant: [C:1]([C:3]1[CH:4]=[C:5]([CH:10]=[CH:11][C:12]=1[OH:13])[C:6]([O:8][CH3:9])=[O:7])#[N:2].[Cl:14]N1C(=O)CCC1=O.Cl.C(OCC)(=O)C. Product: [Cl:14][C:11]1[CH:10]=[C:5]([CH:4]=[C:3]([C:1]#[N:2])[C:12]=1[OH:13])[C:6]([O:8][CH3:9])=[O:7]. The catalyst class is: 147. (4) Reactant: Cl.[C:2]1([N:8]([C:10]2[CH:15]=[CH:14][CH:13]=[CH:12][CH:11]=2)[NH2:9])[CH:7]=[CH:6][CH:5]=[CH:4][CH:3]=1.[CH2:16]([N:18]([CH2:28][CH3:29])[C:19]1[CH:26]=[CH:25][C:22]([CH:23]=O)=[C:21]([OH:27])[CH:20]=1)[CH3:17].C(=O)([O-])[O-].[Na+].[Na+]. Product: [C:2]1([N:8]([C:10]2[CH:15]=[CH:14][CH:13]=[CH:12][CH:11]=2)[N:9]=[CH:23][C:22]2[CH:25]=[CH:26][C:19]([N:18]([CH2:28][CH3:29])[CH2:16][CH3:17])=[CH:20][C:21]=2[OH:27])[CH:3]=[CH:4][CH:5]=[CH:6][CH:7]=1. The catalyst class is: 8. (5) Reactant: [CH3:1][O:2][C:3]1[CH:4]=[C:5]2[C:10](=[CH:11][C:12]=1[O:13][CH3:14])[N:9]=[CH:8][CH:7]=[C:6]2[O:15][C:16]1[CH:22]=[CH:21][C:19]([NH2:20])=[CH:18][CH:17]=1.C(N(CC)CC)C.Cl[C:31](Cl)([O:33]C(=O)OC(Cl)(Cl)Cl)Cl.[CH3:42][O:43][C:44]1[CH:45]=[C:46]([C@@H:50]([NH2:52])[CH3:51])[CH:47]=[CH:48][CH:49]=1. Product: [CH3:1][O:2][C:3]1[CH:4]=[C:5]2[C:10](=[CH:11][C:12]=1[O:13][CH3:14])[N:9]=[CH:8][CH:7]=[C:6]2[O:15][C:16]1[CH:22]=[CH:21][C:19]([NH:20][C:31]([NH:52][C@H:50]([C:46]2[CH:47]=[CH:48][CH:49]=[C:44]([O:43][CH3:42])[CH:45]=2)[CH3:51])=[O:33])=[CH:18][CH:17]=1. The catalyst class is: 22. (6) The catalyst class is: 124. Product: [CH3:5][O:4][C:2](=[O:3])[NH:6][C@@H:7]1[CH2:11][CH2:10][N:9]([CH2:12][C:13]2[CH:34]=[CH:33][C:16]([C:17](=[O:18])[NH:19][CH2:20][C:21]3[CH:26]=[C:25]([Cl:27])[CH:24]=[CH:23][C:22]=3[S:28]([CH2:31][CH3:32])(=[O:30])=[O:29])=[CH:15][C:14]=2[C:35]([F:37])([F:38])[F:36])[CH2:8]1. Reactant: Cl[C:2]([O:4][CH3:5])=[O:3].[NH2:6][C@@H:7]1[CH2:11][CH2:10][N:9]([CH2:12][C:13]2[CH:34]=[CH:33][C:16]([C:17]([NH:19][CH2:20][C:21]3[CH:26]=[C:25]([Cl:27])[CH:24]=[CH:23][C:22]=3[S:28]([CH2:31][CH3:32])(=[O:30])=[O:29])=[O:18])=[CH:15][C:14]=2[C:35]([F:38])([F:37])[F:36])[CH2:8]1. (7) Reactant: Cl.[Cl:2][C:3]1[CH:4]=[C:5]2[C:10](=[CH:11][N:12]=1)[CH2:9][NH:8][CH2:7][CH2:6]2.[C:13](O[C:13]([O:15][C:16]([CH3:19])([CH3:18])[CH3:17])=[O:14])([O:15][C:16]([CH3:19])([CH3:18])[CH3:17])=[O:14].C(N(CC)CC)C. Product: [Cl:2][C:3]1[CH:4]=[C:5]2[C:10](=[CH:11][N:12]=1)[CH2:9][N:8]([C:13]([O:15][C:16]([CH3:19])([CH3:18])[CH3:17])=[O:14])[CH2:7][CH2:6]2. The catalyst class is: 2. (8) Reactant: [OH-].[Na+].[C@@H:3]1([C:11]([O:13]CC)=[O:12])[CH2:5][C@H:4]1[C:6]([O:8][CH2:9][CH3:10])=[O:7]. Product: [CH2:9]([O:8][C:6]([C@@H:4]1[CH2:5][C@H:3]1[C:11]([OH:13])=[O:12])=[O:7])[CH3:10]. The catalyst class is: 14. (9) The catalyst class is: 7. Reactant: [N+:1]([C:4]1[CH:5]=[CH:6][C:7]2[O:11][C:10](=S)[NH:9][C:8]=2[CH:13]=1)([O-:3])=[O:2].[NH:14]1[CH2:19][CH2:18][O:17][CH2:16][CH2:15]1.O. Product: [O:17]1[CH2:18][CH2:19][N:14]([C:10]2[O:11][C:7]3[CH:6]=[CH:5][C:4]([N+:1]([O-:3])=[O:2])=[CH:13][C:8]=3[N:9]=2)[CH2:15][CH2:16]1.